Predict the product of the given reaction. From a dataset of Forward reaction prediction with 1.9M reactions from USPTO patents (1976-2016). (1) Given the reactants [C:1]([O:5][C:6](=[O:38])[NH:7][C:8]([C:10]1[CH:15]=[CH:14][C:13]([CH2:16][NH:17][C:18]([C@H:20]2[N:24]3[C:25](=[O:37])[C:26]([NH:29][CH2:30][C:31]4C=CC=CC=4)=[CH:27][N:28]=[C:23]3[CH2:22][CH2:21]2)=[O:19])=[CH:12][CH:11]=1)=[NH:9])([CH3:4])([CH3:3])[CH3:2].[C:39](OC(=O)NC(C1C=CC(CNC([C@H]2N3C(=O)C(N)=CN=C3CC2)=O)=CC=1)=N)(C)(C)C.CC(C)=O.[BH-](OC(C)=O)(OC(C)=O)OC(C)=O.[Na+], predict the reaction product. The product is: [C:1]([O:5][C:6](=[O:38])[NH:7][C:8]([C:10]1[CH:11]=[CH:12][C:13]([CH2:16][NH:17][C:18]([C@H:20]2[N:24]3[C:25](=[O:37])[C:26]([NH:29][CH:30]([CH3:39])[CH3:31])=[CH:27][N:28]=[C:23]3[CH2:22][CH2:21]2)=[O:19])=[CH:14][CH:15]=1)=[NH:9])([CH3:4])([CH3:3])[CH3:2]. (2) Given the reactants [F:1][C:2]([F:11])([F:10])[C:3]1[CH:8]=[CH:7][N:6]=[C:5]([NH2:9])[CH:4]=1.N1C=CC=CC=1.[CH3:18][NH:19][C:20]([C:22]1[CH:27]=[C:26]([O:28][C:29]2[CH:34]=[CH:33][C:32]([CH2:35][OH:36])=[CH:31][C:30]=2[CH3:37])[CH:25]=[CH:24][N:23]=1)=[O:21].CN([CH:41]=[O:42])C, predict the reaction product. The product is: [CH3:37][C:30]1[CH:31]=[C:32]([CH:33]=[CH:34][C:29]=1[O:28][C:26]1[CH:25]=[CH:24][N:23]=[C:22]([C:20](=[O:21])[NH:19][CH3:18])[CH:27]=1)[CH2:35][O:36][C:41](=[O:42])[NH:9][C:5]1[CH:4]=[C:3]([C:2]([F:1])([F:10])[F:11])[CH:8]=[CH:7][N:6]=1. (3) Given the reactants [NH2:1][C:2]1([C:18]2[C:23]([OH:24])=[CH:22][CH:21]=[CH:20][N:19]=2)[C:15]2[CH:14]=[C:13]([Cl:16])[N:12]=[CH:11][C:10]=2[O:9][C:8]2[C:3]1=[CH:4][C:5]([Br:17])=[CH:6][CH:7]=2.C([O-])(=O)C.[K+].[N:30]#[C:31]Br.C(Cl)Cl, predict the reaction product. The product is: [Br:17][C:5]1[CH:4]=[C:3]2[C:2]3([C:18]4[N:19]=[CH:20][CH:21]=[CH:22][C:23]=4[O:24][C:31]([NH2:30])=[N:1]3)[C:15]3[CH:14]=[C:13]([Cl:16])[N:12]=[CH:11][C:10]=3[O:9][C:8]2=[CH:7][CH:6]=1. (4) Given the reactants [C:1]([NH:24][CH2:25][CH2:26][NH:27][P:28](=[O:55])([O:48][C:49]1[CH:54]=[CH:53][CH:52]=[CH:51][CH:50]=1)[O:29][CH2:30][C@@H:31]1[C@@H:35]([N:36]=[N+:37]=[N-:38])[CH2:34][C@@H:33]([N:39]2[CH:44]=[C:43]([CH3:45])[C:42](=[O:46])[NH:41][C:40]2=[O:47])[O:32]1)(=[O:23])[CH2:2][CH2:3]/[CH:4]=[CH:5]\[CH2:6]/[CH:7]=[CH:8]\[CH2:9]/[CH:10]=[CH:11]\[CH2:12]/[CH:13]=[CH:14]\[CH2:15]/[CH:16]=[CH:17]\[CH2:18]/[CH:19]=[CH:20]\CC.NCCNC(=O)CCC/C=C\C/C=C\C/C=C\C/C=C\C/C=C\CC.NCCNC(=O)CCC=CCC=CCC=CCC=CCC=CCC=CCC, predict the reaction product. The product is: [C:1]([NH:24][CH2:25][CH2:26][NH:27][P:28](=[O:55])([O:48][C:49]1[CH:54]=[CH:53][CH:52]=[CH:51][CH:50]=1)[O:29][CH2:30][C@@H:31]1[C@@H:35]([N:36]=[N+:37]=[N-:38])[CH2:34][C@@H:33]([N:39]2[CH:44]=[C:43]([CH3:45])[C:42](=[O:46])[NH:41][C:40]2=[O:47])[O:32]1)(=[O:23])[CH2:2][CH2:3][CH2:4]/[CH:5]=[CH:6]\[CH2:7]/[CH:8]=[CH:9]\[CH2:10]/[CH:11]=[CH:12]\[CH2:13]/[CH:14]=[CH:15]\[CH2:16]/[CH:17]=[CH:18]\[CH2:19][CH3:20]. (5) Given the reactants [CH2:1]([N:8]1[C@H:13]([CH3:14])[CH2:12][O:11][C:10]([CH2:16][CH:17]([OH:19])[CH3:18])([CH3:15])[C:9]1=O)[C:2]1[CH:7]=[CH:6][CH:5]=[CH:4][CH:3]=1.CO, predict the reaction product. The product is: [CH2:1]([N:8]1[C@H:13]([CH3:14])[CH2:12][O:11][C:10]([CH2:16][CH:17]([OH:19])[CH3:18])([CH3:15])[CH2:9]1)[C:2]1[CH:3]=[CH:4][CH:5]=[CH:6][CH:7]=1. (6) Given the reactants [K+].[Br:2][C:3]1[CH:8]=[CH:7][C:6]([CH:9]([C:19]2[S:20][CH:21]=[CH:22][N:23]=2)[O:10][CH:11]([CH2:15][CH:16]([CH3:18])[CH3:17])[C:12]([O-:14])=O)=[CH:5][CH:4]=1.Cl.[NH2:25][CH2:26][C:27]#[N:28], predict the reaction product. The product is: [Br:2][C:3]1[CH:4]=[CH:5][C:6]([CH:9]([C:19]2[S:20][CH:21]=[CH:22][N:23]=2)[O:10][CH:11]([CH2:15][CH:16]([CH3:18])[CH3:17])[C:12]([NH:28][CH2:27][C:26]#[N:25])=[O:14])=[CH:7][CH:8]=1. (7) Given the reactants Br[C:2]1[CH:10]=[C:9]([C:11]([F:14])([F:13])[F:12])[CH:8]=[C:7]2[C:3]=1[CH:4]=[N:5][NH:6]2.[CH3:15][N:16]([CH3:32])[C:17]1[N:22]=[CH:21][C:20](B2OC(C)(C)C(C)(C)O2)=[CH:19][N:18]=1.[C:33]([O-:36])(O)=[O:34].[Na+], predict the reaction product. The product is: [C:33]([OH:36])([C:11]([F:14])([F:13])[F:12])=[O:34].[CH3:15][N:16]([CH3:32])[C:17]1[N:22]=[CH:21][C:20]([C:2]2[CH:10]=[C:9]([C:11]([F:14])([F:13])[F:12])[CH:8]=[C:7]3[C:3]=2[CH:4]=[N:5][NH:6]3)=[CH:19][N:18]=1.